Dataset: Full USPTO retrosynthesis dataset with 1.9M reactions from patents (1976-2016). Task: Predict the reactants needed to synthesize the given product. (1) Given the product [NH2:23][C:22]1[C:3]2[C:4](=[O:24])[N:5]([C:14]3[CH:19]=[CH:18][CH:17]=[CH:16][C:15]=3[CH3:20])[CH:6]=[C:7]([C:8]3[CH:13]=[CH:12][CH:11]=[CH:10][CH:9]=3)[C:2]=2[NH:26][N:25]=1, predict the reactants needed to synthesize it. The reactants are: Cl[C:2]1[C:7]([C:8]2[CH:13]=[CH:12][CH:11]=[CH:10][CH:9]=2)=[CH:6][N:5]([C:14]2[CH:19]=[CH:18][CH:17]=[CH:16][C:15]=2[CH3:20])[C:4](=O)[C:3]=1[C:22]#[N:23].[OH2:24].[NH2:25][NH2:26].O. (2) The reactants are: CC1C=CC=CC=1P(C1C=CC=CC=1C)C1C=CC=CC=1C.[F-].[K+].[CH3:25][C:26]1[CH:31]=[CH:30][CH:29]=[C:28]([CH3:32])[C:27]=1B(O)O.Br[CH2:37][C:38]([O:40][CH2:41][CH3:42])=[O:39]. Given the product [CH3:25][C:26]1[CH:31]=[CH:30][CH:29]=[C:28]([CH3:32])[C:27]=1[CH2:37][C:38]([O:40][CH2:41][CH3:42])=[O:39], predict the reactants needed to synthesize it. (3) Given the product [CH3:35][C@H:36]1[O:41][C@@H:40]2[O:42][C@H:43]3[C@H:48]([OH:49])[C@@H:47]([OH:50])[C@@H:46]([O:51][C@H:52]4[C@H:57]([OH:58])[C@@H:56]([OH:59])[C@@H:55]([O:60][C@H:61]5[C@H:66]([OH:67])[C@@H:65]([OH:68])[C@@H:64]([O:69][C@H:70]6[C@H:75]([OH:76])[C@@H:74]([OH:77])[C@@H:73]([O:78][C@H:79]7[C@H:84]([OH:85])[C@@H:83]([OH:86])[C@@H:82]([O:87][C@H:88]8[C@H:94]([OH:95])[C@@H:93]([OH:96])[C@@H:91]([O:92][C@H:37]1[C@H:38]([OH:118])[C@H:39]2[OH:117])[O:90][C@@H:89]8[CH2:97][O:98][CH2:99][CH2:100][CH2:101][CH2:102][S:103]([O-:106])(=[O:105])=[O:104])[O:81][C@@H:80]7[CH2:107][OH:108])[O:72][C@@H:71]6[CH2:109][OH:110])[O:63][C@@H:62]5[CH2:111][OH:112])[O:54][C@@H:53]4[CH2:113][OH:114])[O:45][C@@H:44]3[CH2:115][OH:116].[Na+:119], predict the reactants needed to synthesize it. The reactants are: C1(C=CC2C=CC(O)=CC=2)C=C(O)C=C(O)C=1.C1(C=CC2C=CC(O)=CC=2)C=C(O)C=C(O)C=1.[CH3:35][C@H:36]1[O:41][C@@H:40]2[O:42][C@H:43]3[C@H:48]([OH:49])[C@@H:47]([OH:50])[C@@H:46]([O:51][C@H:52]4[C@H:57]([OH:58])[C@@H:56]([OH:59])[C@@H:55]([O:60][C@H:61]5[C@H:66]([OH:67])[C@@H:65]([OH:68])[C@@H:64]([O:69][C@H:70]6[C@H:75]([OH:76])[C@@H:74]([OH:77])[C@@H:73]([O:78][C@H:79]7[C@H:84]([OH:85])[C@@H:83]([OH:86])[C@@H:82]([O:87][C@H:88]8[C@H:94]([OH:95])[C@@H:93]([OH:96])[C@@H:91]([O:92][C@H:37]1[C@H:38]([OH:118])[C@H:39]2[OH:117])[O:90][C@@H:89]8[CH2:97][O:98][CH2:99][CH2:100][CH2:101][CH2:102][S:103]([O-:106])(=[O:105])=[O:104])[O:81][C@@H:80]7[CH2:107][OH:108])[O:72][C@@H:71]6[CH2:109][OH:110])[O:63][C@@H:62]5[CH2:111][OH:112])[O:54][C@@H:53]4[CH2:113][OH:114])[O:45][C@@H:44]3[CH2:115][OH:116].[Na+:119]. (4) Given the product [Cl:1][C:2]1[N:3]=[N:4][CH:5]=[C:6]([NH:10][C:11]([CH3:21])([CH3:20])[C:12]([NH:14][CH2:15][C:16]([F:17])([F:18])[F:19])=[O:13])[N:7]=1, predict the reactants needed to synthesize it. The reactants are: [Cl:1][C:2]1[N:3]=[N:4][CH:5]=[C:6](Cl)[N:7]=1.Cl.[NH2:10][C:11]([CH3:21])([CH3:20])[C:12]([NH:14][CH2:15][C:16]([F:19])([F:18])[F:17])=[O:13].C(N(C(C)C)CC)(C)C.C(=O)(O)[O-].[Na+]. (5) Given the product [CH2:7]([C:11]1[CH:12]=[CH:13][C:14]([CH2:15][OH:16])=[CH:18][CH:19]=1)[CH:8]([CH3:10])[CH3:9], predict the reactants needed to synthesize it. The reactants are: [H-].[Al+3].[Li+].[H-].[H-].[H-].[CH2:7]([C:11]1[CH:19]=[CH:18][C:14]([C:15](O)=[O:16])=[CH:13][CH:12]=1)[CH:8]([CH3:10])[CH3:9]. (6) Given the product [ClH:15].[C:1]([CH:4]1[CH2:5][CH:6]([C:7]([O:9][CH2:10][CH3:11])=[O:8])[CH2:12][CH2:13][NH:14]1)(=[O:3])[NH2:2], predict the reactants needed to synthesize it. The reactants are: [C:1]([C:4]1[CH:5]=[C:6]([CH:12]=[CH:13][N:14]=1)[C:7]([O:9][CH2:10][CH3:11])=[O:8])(=[O:3])[NH2:2].[ClH:15].